This data is from Catalyst prediction with 721,799 reactions and 888 catalyst types from USPTO. The task is: Predict which catalyst facilitates the given reaction. Reactant: [Br:1][C:2]1[CH:7]=[CH:6][C:5]([S:8](Cl)(=[O:10])=[O:9])=[CH:4][CH:3]=1.[NH:12]1[CH2:17][CH2:16][CH2:15][CH2:14][CH2:13]1. Product: [Br:1][C:2]1[CH:7]=[CH:6][C:5]([S:8]([N:12]2[CH2:17][CH2:16][CH2:15][CH2:14][CH2:13]2)(=[O:10])=[O:9])=[CH:4][CH:3]=1. The catalyst class is: 4.